From a dataset of Reaction yield outcomes from USPTO patents with 853,638 reactions. Predict the reaction yield, written as a fraction of the theoretical maximum amount of product (1.0 means a 100% yield; for example, 0.34 means a 34% yield). (1) The reactants are [O:1]1[C:6]2[CH:7]=[CH:8][C:9]([C:11]([OH:13])=O)=[CH:10][C:5]=2[O:4][CH2:3][CH2:2]1.C(N1C=CN=C1)(N1C=CN=C1)=O.Cl.[CH3:27][NH:28][O:29][CH3:30].C(N(CC)CC)C. The yield is 0.930. The catalyst is C(#N)C. The product is [CH3:30][O:29][N:28]([CH3:27])[C:11]([C:9]1[CH:8]=[CH:7][C:6]2[O:1][CH2:2][CH2:3][O:4][C:5]=2[CH:10]=1)=[O:13]. (2) The reactants are [F:1][C:2]([F:34])([F:33])[CH:3]([C:24]1[CH:29]=[C:28]([Cl:30])[C:27]([Cl:31])=[C:26]([Cl:32])[CH:25]=1)/[CH:4]=[CH:5]/[C:6]1[CH:11]=[CH:10][C:9]([NH:12][N:13]2C(=O)C3C(=CC=CC=3)C2=O)=[CH:8][CH:7]=1.O.NN. The catalyst is CCO. The product is [F:34][C:2]([F:1])([F:33])[CH:3]([C:24]1[CH:25]=[C:26]([Cl:32])[C:27]([Cl:31])=[C:28]([Cl:30])[CH:29]=1)/[CH:4]=[CH:5]/[C:6]1[CH:11]=[CH:10][C:9]([NH:12][NH2:13])=[CH:8][CH:7]=1. The yield is 0.660. (3) The reactants are C[O:2][C:3](=[O:21])[C:4]1[C:9]([CH2:10][C:11]([O:13]C)=[O:12])=[CH:8][CH:7]=[CH:6][C:5]=1[CH2:15][CH2:16][S:17]C(=O)C.[OH-].[K+]. The catalyst is CCO. The product is [C:11]([CH2:10][C:9]1[CH:8]=[CH:7][CH:6]=[C:5]([CH2:15][CH2:16][SH:17])[C:4]=1[C:3]([OH:21])=[O:2])([OH:13])=[O:12]. The yield is 0.730. (4) The reactants are [CH2:1]([O:3][C:4]([CH:6]1[CH2:8][CH:7]1[C:9]1[CH:14]=[CH:13][C:12]([O:15]C)=[C:11]([CH3:17])[C:10]=1[CH3:18])=[O:5])[CH3:2].B(Br)(Br)Br.CCO.C(=O)(O)[O-].[Na+]. The product is [CH2:1]([O:3][C:4]([CH:6]1[CH2:8][CH:7]1[C:9]1[CH:14]=[CH:13][C:12]([OH:15])=[C:11]([CH3:17])[C:10]=1[CH3:18])=[O:5])[CH3:2]. The catalyst is C(Cl)Cl. The yield is 0.790. (5) The reactants are [NH2:1][C:2]1[N:7]=[CH:6][N:5]=[C:4]2[N:8]([C@@H:12]3[CH2:17][CH2:16][CH2:15][N:14]([C:18]([O:20][C:21]([CH3:24])([CH3:23])[CH3:22])=[O:19])[CH2:13]3)[N:9]=[C:10](I)[C:3]=12.[F:25][C:26]1[CH:47]=[CH:46][CH:45]=[C:44]([F:48])[C:27]=1[O:28][C:29]1[CH:34]=[CH:33][C:32](B2OC(C)(C)C(C)(C)O2)=[CH:31][CH:30]=1.C(=O)([O-])[O-].[Na+].[Na+]. The catalyst is O1CCOCC1.O.C1C=CC([P]([Pd]([P](C2C=CC=CC=2)(C2C=CC=CC=2)C2C=CC=CC=2)([P](C2C=CC=CC=2)(C2C=CC=CC=2)C2C=CC=CC=2)[P](C2C=CC=CC=2)(C2C=CC=CC=2)C2C=CC=CC=2)(C2C=CC=CC=2)C2C=CC=CC=2)=CC=1. The product is [NH2:1][C:2]1[N:7]=[CH:6][N:5]=[C:4]2[N:8]([C@@H:12]3[CH2:17][CH2:16][CH2:15][N:14]([C:18]([O:20][C:21]([CH3:24])([CH3:23])[CH3:22])=[O:19])[CH2:13]3)[N:9]=[C:10]([C:32]3[CH:31]=[CH:30][C:29]([O:28][C:27]4[C:44]([F:48])=[CH:45][CH:46]=[CH:47][C:26]=4[F:25])=[CH:34][CH:33]=3)[C:3]=12. The yield is 0.850.